Dataset: Full USPTO retrosynthesis dataset with 1.9M reactions from patents (1976-2016). Task: Predict the reactants needed to synthesize the given product. (1) Given the product [Cl:32][C:26]1[CH:27]=[C:28]([F:31])[CH:29]=[CH:30][C:25]=1[NH:24][C:21]1[CH:20]=[CH:19][C:18]([CH2:17][NH:16][C:13]([C:10]2([NH:9][C:7]([C:5]3[CH:4]=[N:3][CH:2]=[N:1][CH:6]=3)=[O:8])[CH2:11][CH2:12]2)=[O:15])=[N:23][CH:22]=1, predict the reactants needed to synthesize it. The reactants are: [N:1]1[CH:6]=[C:5]([C:7]([NH:9][C:10]2([C:13]([OH:15])=O)[CH2:12][CH2:11]2)=[O:8])[CH:4]=[N:3][CH:2]=1.[NH2:16][CH2:17][C:18]1[N:23]=[CH:22][C:21]([NH:24][C:25]2[CH:30]=[CH:29][C:28]([F:31])=[CH:27][C:26]=2[Cl:32])=[CH:20][CH:19]=1.CN(C(ON1N=NC2C=CC=CC1=2)=[N+](C)C)C.[B-](F)(F)(F)F.C(N(C(C)C)CC)(C)C. (2) Given the product [CH3:20][C:16]1[N:15]=[C:14]([C:13](=[O:21])[CH:1]=[CH2:2])[CH:19]=[CH:18][CH:17]=1, predict the reactants needed to synthesize it. The reactants are: [CH:1]([Mg]Br)=[CH2:2].O1CCCC1.CON(C)[C:13](=[O:21])[C:14]1[CH:19]=[CH:18][CH:17]=[C:16]([CH3:20])[N:15]=1.[Cl-].[Na+].C(=O)([O-])O.[Na+].